Dataset: Full USPTO retrosynthesis dataset with 1.9M reactions from patents (1976-2016). Task: Predict the reactants needed to synthesize the given product. (1) Given the product [CH2:31]([O:30][CH2:29][CH:28]([O:27][C:24]1[CH:25]=[CH:26][C:21]([CH2:20][CH2:19][OH:18])=[CH:22][C:23]=1[I:40])[CH2:33][OH:32])[C:34]1[CH:35]=[CH:36][CH:37]=[CH:38][CH:39]=1, predict the reactants needed to synthesize it. The reactants are: [H-].C([Al+]CC(C)C)C(C)C.C([Si]([O:18][CH2:19][CH2:20][C:21]1[CH:26]=[CH:25][C:24]([O:27][CH:28]2[CH2:33][O:32][CH:31]([C:34]3[CH:39]=[CH:38][CH:37]=[CH:36][CH:35]=3)[O:30][CH2:29]2)=[C:23]([I:40])[CH:22]=1)(C)C)(C)(C)C. (2) Given the product [CH2:23]([O:13][C:10]1[C:4]([C:5]([O:7][CH2:8][CH3:9])=[O:6])=[C:3]([CH3:14])[C:2]([Br:1])=[CH:12][CH:11]=1)[C:20]1[CH:21]=[CH:22][CH:17]=[CH:18][CH:19]=1, predict the reactants needed to synthesize it. The reactants are: [Br:1][C:2]1[C:3]([CH3:14])=[C:4]([C:10]([OH:13])=[CH:11][CH:12]=1)[C:5]([O:7][CH2:8][CH3:9])=[O:6].[H-].[Na+].[CH:17]1[CH:22]=[CH:21][C:20]([CH2:23]Br)=[CH:19][CH:18]=1.